From a dataset of Peptide-MHC class I binding affinity with 185,985 pairs from IEDB/IMGT. Regression. Given a peptide amino acid sequence and an MHC pseudo amino acid sequence, predict their binding affinity value. This is MHC class I binding data. (1) The binding affinity (normalized) is 0.0847. The peptide sequence is NNKSRLVAF. The MHC is HLA-B40:01 with pseudo-sequence HLA-B40:01. (2) The peptide sequence is ICKMPLPTK. The MHC is HLA-A31:01 with pseudo-sequence HLA-A31:01. The binding affinity (normalized) is 0.0856. (3) The peptide sequence is YYFDIYNKQ. The MHC is HLA-A29:02 with pseudo-sequence HLA-A29:02. The binding affinity (normalized) is 0.603. (4) The peptide sequence is YYKKTFSAL. The binding affinity (normalized) is 0.0847. The MHC is HLA-C15:02 with pseudo-sequence HLA-C15:02. (5) The peptide sequence is FQGAWAEWPV. The MHC is HLA-A68:02 with pseudo-sequence HLA-A68:02. The binding affinity (normalized) is 0.583.